Dataset: Catalyst prediction with 721,799 reactions and 888 catalyst types from USPTO. Task: Predict which catalyst facilitates the given reaction. (1) Reactant: O.[OH-].[Li+].[F:4][C:5]1[CH:10]=[C:9]([F:11])[C:8]([F:12])=[CH:7][C:6]=1[NH:13][C:14]1[O:18][C:17]([C:19]2[NH:20][C:21]3[CH:27]=[C:26]([O:28][C@@H:29]4[CH2:34][CH2:33][C@H:32]([C:35]([O:37]CC)=[O:36])[CH2:31][CH2:30]4)[CH:25]=[CH:24][C:22]=3[N:23]=2)=[N:16][N:15]=1.CO.O. Product: [F:4][C:5]1[CH:10]=[C:9]([F:11])[C:8]([F:12])=[CH:7][C:6]=1[NH:13][C:14]1[O:18][C:17]([C:19]2[NH:20][C:21]3[CH:27]=[C:26]([O:28][C@@H:29]4[CH2:30][CH2:31][C@H:32]([C:35]([OH:37])=[O:36])[CH2:33][CH2:34]4)[CH:25]=[CH:24][C:22]=3[N:23]=2)=[N:16][N:15]=1. The catalyst class is: 1. (2) Reactant: [Br:1][C:2]1[C:3]([N:31]2[CH2:36][CH2:35][N:34]([CH2:37][C:38]3[N:42]([CH3:43])[CH:41]=[N:40][CH:39]=3)[CH2:33][CH2:32]2)=[C:4]2[N:10]=[C:9]([C:11]3[CH:30]=[CH:29][C:14]([CH2:15][N:16]4[CH2:21][CH2:20][N:19](C(OC(C)(C)C)=O)[CH2:18][CH2:17]4)=[CH:13][CH:12]=3)[NH:8][C:5]2=[N:6][CH:7]=1.C(O)(C(F)(F)F)=O. Product: [Br:1][C:2]1[C:3]([N:31]2[CH2:32][CH2:33][N:34]([CH2:37][C:38]3[N:42]([CH3:43])[CH:41]=[N:40][CH:39]=3)[CH2:35][CH2:36]2)=[C:4]2[N:10]=[C:9]([C:11]3[CH:30]=[CH:29][C:14]([CH2:15][N:16]4[CH2:21][CH2:20][NH:19][CH2:18][CH2:17]4)=[CH:13][CH:12]=3)[NH:8][C:5]2=[N:6][CH:7]=1. The catalyst class is: 2. (3) Product: [F:1][C:2]1[CH:7]=[C:6]([CH:5]=[CH:4][C:3]=1[N:11]1[CH2:16][C@@H:15]([CH3:17])[N:14]([CH3:18])[CH2:13][C@@H:12]1[CH3:19])[NH2:8]. The catalyst class is: 50. Reactant: [F:1][C:2]1[CH:7]=[C:6]([N+:8]([O-])=O)[CH:5]=[CH:4][C:3]=1[N:11]1[CH2:16][C@@H:15]([CH3:17])[N:14]([CH3:18])[CH2:13][C@@H:12]1[CH3:19]. (4) Reactant: [C:1]([C:5]1[CH:10]=[CH:9][C:8]([OH:11])=[CH:7][CH:6]=1)([CH3:4])([CH3:3])[CH3:2]. Product: [C:1]([CH:5]1[CH2:6][CH2:7][CH:8]([OH:11])[CH2:9][CH2:10]1)([CH3:4])([CH3:2])[CH3:3]. The catalyst class is: 181. (5) Reactant: [Si:1]([NH:8][C:9]1[N:10]=[C:11]([Cl:18])[C:12]2[CH:17]=[CH:16][NH:15][C:13]=2[N:14]=1)([C:4]([CH3:7])([CH3:6])[CH3:5])([CH3:3])[CH3:2].CI.[C:21]([O-])([O-])=O.[K+].[K+].O. Product: [Si:1]([NH:8][C:9]1[N:10]=[C:11]([Cl:18])[C:12]2[CH:17]=[CH:16][N:15]([CH3:21])[C:13]=2[N:14]=1)([C:4]([CH3:7])([CH3:5])[CH3:6])([CH3:3])[CH3:2]. The catalyst class is: 3. (6) Reactant: [C:1]([O:4][CH2:5][C:6]([CH3:35])([CH3:34])[CH2:7][N:8]1[C:14]2[CH:15]=[CH:16][C:17]([Cl:19])=[CH:18][C:13]=2[C@@H:12]([C:20]2[CH:25]=[CH:24][CH:23]=[C:22]([O:26][CH3:27])[C:21]=2[O:28][CH3:29])[O:11][C@H:10]([CH2:30][CH2:31][OH:32])[C:9]1=[O:33])(=[O:3])[CH3:2].O. Product: [C:1]([O:4][CH2:5][C:6]([CH3:35])([CH3:34])[CH2:7][N:8]1[C:14]2[CH:15]=[CH:16][C:17]([Cl:19])=[CH:18][C:13]=2[C@@H:12]([C:20]2[CH:25]=[CH:24][CH:23]=[C:22]([O:26][CH3:27])[C:21]=2[O:28][CH3:29])[O:11][C@H:10]([CH2:30][CH:31]=[O:32])[C:9]1=[O:33])(=[O:3])[CH3:2]. The catalyst class is: 633.